Dataset: Full USPTO retrosynthesis dataset with 1.9M reactions from patents (1976-2016). Task: Predict the reactants needed to synthesize the given product. (1) The reactants are: C1C2C(COC(=O)N[C@H](C([N:25]3[C:29]4=[N:30][CH:31]=[C:32](Br)[CH:33]=[C:28]4[C:27]([C@@H:35]([C:37]4[C:42]([Cl:43])=[CH:41][CH:40]=[C:39]([F:44])[C:38]=4[Cl:45])[CH3:36])=[CH:26]3)=O)CC(C)C)C3C(=CC=CC=3)C=2C=CC=1.O1CCCCC1[O:53][CH2:54][CH2:55][N:56]1[CH:60]=[C:59](B2OC(C)(C)C(C)(C)O2)[CH:58]=[N:57]1.C(=O)([O-])[O-].[K+].[K+].Cl. Given the product [Cl:45][C:38]1[C:39]([F:44])=[CH:40][CH:41]=[C:42]([Cl:43])[C:37]=1[C@H:35]([C:27]1[C:28]2[C:29](=[N:30][CH:31]=[C:32]([C:59]3[CH:58]=[N:57][N:56]([CH2:55][CH2:54][OH:53])[CH:60]=3)[CH:33]=2)[NH:25][CH:26]=1)[CH3:36], predict the reactants needed to synthesize it. (2) Given the product [C:11]([C:9]1[CH:8]=[C:7]([N:15]2[CH2:20][CH2:19][N:18]([CH2:21][CH2:22][CH2:23][CH2:24][NH:25][C:31]([N:33]3[CH2:34][CH2:35][C:43]4[NH:44][C:45]5[CH:46]=[CH:47][CH:48]=[CH:49][C:50]=5[C:42]=4[CH2:37]3)=[O:32])[CH2:17][CH2:16]2)[CH:6]=[C:5]([C:1]([CH3:2])([CH3:3])[CH3:4])[CH:10]=1)([CH3:14])([CH3:13])[CH3:12], predict the reactants needed to synthesize it. The reactants are: [C:1]([C:5]1[CH:6]=[C:7]([N:15]2[CH2:20][CH2:19][N:18]([CH2:21][CH2:22][CH2:23][CH2:24][NH2:25])[CH2:17][CH2:16]2)[CH:8]=[C:9]([C:11]([CH3:14])([CH3:13])[CH3:12])[CH:10]=1)([CH3:4])([CH3:3])[CH3:2].C1N=CN([C:31]([N:33]2[CH:37]=N[CH:35]=[CH:34]2)=[O:32])C=1.C1[C:43]2[NH:44][C:45]3[C:50]([C:42]=2CCN1)=[CH:49][CH:48]=[CH:47][CH:46]=3.